Predict the product of the given reaction. From a dataset of Forward reaction prediction with 1.9M reactions from USPTO patents (1976-2016). (1) Given the reactants [Br:1][C:2]1[CH:3]=[CH:4][C:5](F)=[C:6]([CH:9]=1)[CH:7]=O.[NH2:11][NH2:12], predict the reaction product. The product is: [Br:1][C:2]1[CH:9]=[C:6]2[C:5](=[CH:4][CH:3]=1)[NH:12][N:11]=[CH:7]2. (2) Given the reactants [H-].[Na+].[CH3:3][C:4]([CH3:21])([O:6][C:7]([CH2:9][CH:10]([C:16]([O:18][CH2:19][CH3:20])=[O:17])[C:11]([O:13][CH2:14][CH3:15])=[O:12])=[O:8])[CH3:5].[Br:22][C:23]1[CH:24]=[C:25]([CH:28]=[C:29]([Br:32])[C:30]=1[F:31])[CH2:26]Br.C(O)(=O)CC(CC(O)=O)(C(O)=O)O, predict the reaction product. The product is: [Br:22][C:23]1[CH:24]=[C:25]([CH2:26][C:10]([C:11]([O:13][CH2:14][CH3:15])=[O:12])([C:16]([O:18][CH2:19][CH3:20])=[O:17])[CH2:9][C:7]([O:6][C:4]([CH3:3])([CH3:5])[CH3:21])=[O:8])[CH:28]=[C:29]([Br:32])[C:30]=1[F:31].